From a dataset of CYP2D6 inhibition data for predicting drug metabolism from PubChem BioAssay. Regression/Classification. Given a drug SMILES string, predict its absorption, distribution, metabolism, or excretion properties. Task type varies by dataset: regression for continuous measurements (e.g., permeability, clearance, half-life) or binary classification for categorical outcomes (e.g., BBB penetration, CYP inhibition). Dataset: cyp2d6_veith. The compound is O=c1c(-c2cc(F)cc(F)c2)nc2cnc(N3CCOCC3)nc2n1-c1ccccc1. The result is 0 (non-inhibitor).